From a dataset of Catalyst prediction with 721,799 reactions and 888 catalyst types from USPTO. Predict which catalyst facilitates the given reaction. (1) Reactant: [C:1]([Si:5]([CH3:22])([CH3:21])[O:6][CH2:7][CH2:8][NH:9][CH2:10][CH2:11][C:12]1[C:20]2[C:15](=[CH:16][CH:17]=[CH:18][CH:19]=2)[NH:14][CH:13]=1)([CH3:4])([CH3:3])[CH3:2].[C:23]([O:27][C:28](=[O:47])/[CH:29]=[CH:30]/[C:31]1[CH:35]=[CH:34][N:33]([S:36]([C:39]2[CH:44]=[CH:43][C:42]([CH2:45]Br)=[CH:41][CH:40]=2)(=[O:38])=[O:37])[CH:32]=1)([CH3:26])([CH3:25])[CH3:24]. Product: [C:23]([O:27][C:28](=[O:47])/[CH:29]=[CH:30]/[C:31]1[CH:35]=[CH:34][N:33]([S:36]([C:39]2[CH:44]=[CH:43][C:42]([CH2:45][N:9]([CH2:8][CH2:7][O:6][Si:5]([C:1]([CH3:2])([CH3:4])[CH3:3])([CH3:22])[CH3:21])[CH2:10][CH2:11][C:12]3[C:20]4[C:15](=[CH:16][CH:17]=[CH:18][CH:19]=4)[NH:14][CH:13]=3)=[CH:41][CH:40]=2)(=[O:38])=[O:37])[CH:32]=1)([CH3:26])([CH3:25])[CH3:24]. The catalyst class is: 8. (2) Reactant: Br[C:2]1[CH:10]=[C:9]2[C:5]([CH:6]=[CH:7][NH:8]2)=[CH:4][CH:3]=1.CCCCC.[Cl-].[C:17]([O:21][C:22](=[O:25])[CH2:23][Zn+])([CH3:20])([CH3:19])[CH3:18]. Product: [C:17]([O:21][C:22](=[O:25])[CH2:23][C:2]1[CH:10]=[C:9]2[C:5]([CH:6]=[CH:7][NH:8]2)=[CH:4][CH:3]=1)([CH3:20])([CH3:19])[CH3:18]. The catalyst class is: 49. (3) Reactant: [NH2:1][C@@H:2]1[CH2:7][CH2:6][C@H:5]([C:8]([OH:10])=[O:9])[CH2:4][CH2:3]1.CCN(C(C)C)C(C)C.F[C:21]1[CH:22]=[C:23]([CH:35]=[CH:36][C:37]=1[N+:38]([O-:40])=[O:39])[CH2:24][N:25]1[CH2:30][CH2:29][CH:28]([C:31]([OH:34])([CH3:33])[CH3:32])[CH2:27][CH2:26]1. Product: [OH:34][C:31]([CH:28]1[CH2:29][CH2:30][N:25]([CH2:24][C:23]2[CH:35]=[CH:36][C:37]([N+:38]([O-:40])=[O:39])=[C:21]([NH:1][C@@H:2]3[CH2:7][CH2:6][C@H:5]([C:8]([OH:10])=[O:9])[CH2:4][CH2:3]3)[CH:22]=2)[CH2:26][CH2:27]1)([CH3:33])[CH3:32]. The catalyst class is: 10. (4) Reactant: C(OC([NH:8][C:9]1[CH:14]=[CH:13][CH:12]=[C:11]([O:15][CH3:16])[C:10]=1[N+:17]([O-:19])=[O:18])=O)(C)(C)C.FC(F)(F)C(O)=O. Product: [CH3:16][O:15][C:11]1[C:10]([N+:17]([O-:19])=[O:18])=[C:9]([CH:14]=[CH:13][CH:12]=1)[NH2:8]. The catalyst class is: 2. (5) Reactant: [C:1]([S:5]([CH2:8][CH2:9][NH:10]C(=O)OC(C)(C)C)(=[O:7])=[O:6])([CH3:4])([CH3:3])[CH3:2].[ClH:18]. Product: [ClH:18].[C:1]([S:5]([CH2:8][CH2:9][NH2:10])(=[O:7])=[O:6])([CH3:4])([CH3:3])[CH3:2]. The catalyst class is: 7.